This data is from Forward reaction prediction with 1.9M reactions from USPTO patents (1976-2016). The task is: Predict the product of the given reaction. (1) The product is: [CH3:23][O:24][C:25]1[CH:31]=[CH:30][C:29]([O:32][CH3:33])=[CH:28][C:26]=1[NH:27][C:2]1[C:3]([NH:12][S:13]([C:16]2[CH:21]=[CH:20][CH:19]=[C:18]([F:22])[CH:17]=2)(=[O:15])=[O:14])=[N:4][C:5]2[C:10]([N:11]=1)=[CH:9][CH:8]=[CH:7][CH:6]=2. Given the reactants Cl[C:2]1[C:3]([NH:12][S:13]([C:16]2[CH:21]=[CH:20][CH:19]=[C:18]([F:22])[CH:17]=2)(=[O:15])=[O:14])=[N:4][C:5]2[C:10]([N:11]=1)=[CH:9][CH:8]=[CH:7][CH:6]=2.[CH3:23][O:24][C:25]1[CH:31]=[CH:30][C:29]([O:32][CH3:33])=[CH:28][C:26]=1[NH2:27], predict the reaction product. (2) Given the reactants [F:1][C:2]1[CH:3]=[C:4]([C:8]2[C@:9]3([CH2:25][CH2:24][C@H:23]4[C@@H:14]([CH2:15][CH2:16][C:17]5[CH:18]=[C:19]([C:26](O)=[O:27])[CH:20]=[CH:21][C:22]=54)[C@@H:11]3[CH2:12][CH:13]=2)[CH3:10])[CH:5]=[N:6][CH:7]=1.[NH:29]1[CH2:36][CH2:35][CH2:34][C@H:30]1[C:31]([NH2:33])=[O:32], predict the reaction product. The product is: [F:1][C:2]1[CH:3]=[C:4]([C:8]2[C@:9]3([CH2:25][CH2:24][C@H:23]4[C@@H:14]([CH2:15][CH2:16][C:17]5[CH:18]=[C:19]([C:26]([N:29]6[CH2:36][CH2:35][CH2:34][C@H:30]6[C:31]([NH2:33])=[O:32])=[O:27])[CH:20]=[CH:21][C:22]=54)[C@@H:11]3[CH2:12][CH:13]=2)[CH3:10])[CH:5]=[N:6][CH:7]=1. (3) Given the reactants [NH2:1][C:2]1[CH:3]=[C:4]([OH:8])[CH:5]=[CH:6][CH:7]=1.C(OCC)(OCC)OCC.[N-:19]=[N+:20]=[N-:21].[Na+].[C:23](O)(=O)C.Cl.N([O-])=O.[Na+], predict the reaction product. The product is: [N:1]1([C:2]2[CH:3]=[C:4]([OH:8])[CH:5]=[CH:6][CH:7]=2)[CH:23]=[N:21][N:20]=[N:19]1. (4) Given the reactants [NH:1]1[C:9]2[CH:8]=[CH:7][CH:6]=[C:5]3[CH2:10][CH2:11][N:12]([C:14]([O:16][C:17]([CH3:20])([CH3:19])[CH3:18])=[O:15])[CH2:13][C:3]([C:4]=23)=[CH:2]1.C(O)(=O)C.C([BH3-])#N.[Na+].[OH-].[Na+], predict the reaction product. The product is: [NH:1]1[C:9]2[CH:8]=[CH:7][CH:6]=[C:5]3[CH2:10][CH2:11][N:12]([C:14]([O:16][C:17]([CH3:20])([CH3:19])[CH3:18])=[O:15])[CH2:13][CH:3]([C:4]=23)[CH2:2]1. (5) Given the reactants [NH2:1][C:2]1[C:3]2[S:15][CH:14]=[C:13]([C:16]3[CH:21]=[CH:20][C:19]([NH:22][C:23]([C:25]4[N:26]([CH3:34])[C:27]5[C:32]([CH:33]=4)=[CH:31][CH:30]=[CH:29][CH:28]=5)=[O:24])=[C:18]([O:35][CH3:36])[CH:17]=3)[C:4]=2[C:5]([N:8]=CN(C)C)=[N:6][CH:7]=1.[S:37]1[CH:41]=[CH:40][CH:39]=[C:38]1[S:42](Cl)(=[O:44])=[O:43], predict the reaction product. The product is: [NH2:8][C:5]1[C:4]2[C:13]([C:16]3[CH:21]=[CH:20][C:19]([NH:22][C:23]([C:25]4[N:26]([CH3:34])[C:27]5[C:32]([CH:33]=4)=[CH:31][CH:30]=[CH:29][CH:28]=5)=[O:24])=[C:18]([O:35][CH3:36])[CH:17]=3)=[CH:14][S:15][C:3]=2[C:2]([NH:1][S:42]([C:38]2[S:37][CH:41]=[CH:40][CH:39]=2)(=[O:44])=[O:43])=[CH:7][N:6]=1. (6) Given the reactants [Mg].[F:2][C:3]([F:16])([F:15])[C:4]1[CH:5]=[C:6](Br)[CH:7]=[C:8]([C:10]([F:13])([F:12])[F:11])[CH:9]=1.[CH3:17][C:18]([CH3:20])=[O:19].[Cl-].[NH4+], predict the reaction product. The product is: [F:2][C:3]([F:16])([F:15])[C:4]1[CH:5]=[C:6]([C:18]([OH:19])([CH3:20])[CH3:17])[CH:7]=[C:8]([C:10]([F:13])([F:12])[F:11])[CH:9]=1. (7) The product is: [CH2:1]([O:3][C:4](=[O:35])[C:5]([O:22][C:23]1[CH:24]=[CH:25][C:26]([CH:29]2[CH2:34][CH2:33][CH2:32][CH2:31][CH2:30]2)=[CH:27][CH:28]=1)([CH3:21])[CH2:6][C:7]1[CH:8]=[CH:9][C:10]([OH:13])=[CH:11][CH:12]=1)[CH3:2]. Given the reactants [CH2:1]([O:3][C:4](=[O:35])[C:5]([O:22][C:23]1[CH:28]=[CH:27][C:26]([CH:29]2[CH2:34][CH2:33][CH2:32][CH2:31][CH2:30]2)=[CH:25][CH:24]=1)([CH3:21])[CH2:6][C:7]1[CH:12]=[CH:11][C:10]([O:13]CC2C=CC=CC=2)=[CH:9][CH:8]=1)[CH3:2], predict the reaction product.